From a dataset of Full USPTO retrosynthesis dataset with 1.9M reactions from patents (1976-2016). Predict the reactants needed to synthesize the given product. (1) Given the product [CH2:35]([O:42][C:43]1[CH:44]=[C:45]([CH:46]=[CH:47][CH:48]=1)[CH2:49][O:34][C@@H:10]1[CH2:9][NH:8][CH2:12][C@H:11]1[CH2:13][N:14]([CH:31]([CH3:32])[CH3:33])[C:15](=[O:30])[C:16]1[CH:21]=[CH:20][C:19]([O:22][CH3:23])=[C:18]([O:24][CH2:25][CH2:26][CH2:27][O:28][CH3:29])[CH:17]=1)[C:36]1[CH:37]=[CH:38][CH:39]=[CH:40][CH:41]=1, predict the reactants needed to synthesize it. The reactants are: C(OC([N:8]1[CH2:12][C@@H:11]([CH2:13][N:14]([CH:31]([CH3:33])[CH3:32])[C:15](=[O:30])[C:16]2[CH:21]=[CH:20][C:19]([O:22][CH3:23])=[C:18]([O:24][CH2:25][CH2:26][CH2:27][O:28][CH3:29])[CH:17]=2)[C@H:10]([OH:34])[CH2:9]1)=O)(C)(C)C.[CH2:35]([O:42][C:43]1[CH:48]=[CH:47][CH:46]=[C:45]([CH2:49]Br)[CH:44]=1)[C:36]1[CH:41]=[CH:40][CH:39]=[CH:38][CH:37]=1.CC#N.O.CC#N. (2) Given the product [OH:8][C:9]1[CH:10]=[CH:11][C:12]2[C:13]3[S:21][C:20]([CH2:22][CH2:23][CH3:24])=[N:19][C:14]=3[CH:15]=[N:16][C:17]=2[CH:18]=1, predict the reactants needed to synthesize it. The reactants are: C([O:8][C:9]1[CH:10]=[CH:11][C:12]2[C:13]3[S:21][C:20]([CH2:22][CH2:23][CH3:24])=[N:19][C:14]=3[CH:15]=[N:16][C:17]=2[CH:18]=1)C1C=CC=CC=1.Br.[OH-].[Na+]. (3) Given the product [Cl:8][C:5]1[N:6]=[C:7]([I:9])[C:2]([NH2:1])=[CH:3][CH:4]=1, predict the reactants needed to synthesize it. The reactants are: [NH2:1][C:2]1[CH:3]=[CH:4][C:5]([Cl:8])=[N:6][CH:7]=1.[I:9]I. (4) Given the product [F:34][C:35]([F:40])([F:39])[C:36]([OH:38])=[O:37].[OH:27][CH:26]([CH2:30][OH:29])[CH2:25][O:24][C:18]1[CH:17]=[C:16]([CH:21]=[C:20]([O:22][CH3:23])[CH:19]=1)[C:15]([NH:14][CH:11]1[CH2:12][CH2:13][NH:8][CH2:9][CH2:10]1)=[O:33], predict the reactants needed to synthesize it. The reactants are: C(OC([N:8]1[CH2:13][CH2:12][CH:11]([NH:14][C:15](=[O:33])[C:16]2[CH:21]=[C:20]([O:22][CH3:23])[CH:19]=[C:18]([O:24][CH2:25][CH:26]3[CH2:30][O:29]C(C)(C)[O:27]3)[CH:17]=2)[CH2:10][CH2:9]1)=O)(C)(C)C.[F:34][C:35]([F:40])([F:39])[C:36]([OH:38])=[O:37]. (5) Given the product [CH3:28][N:29]([CH3:30])[C:21](=[O:23])[CH2:20][CH:19]([NH:18][C:16](=[O:17])[C@H:12]([CH:13]([CH3:14])[CH3:15])[NH:11][C:1]([O:3][CH2:4][C:5]1[CH:6]=[CH:7][CH:8]=[CH:9][CH:10]=1)=[O:2])[C:24](=[O:27])[CH2:25][F:26], predict the reactants needed to synthesize it. The reactants are: [C:1]([NH:11][C@H:12]([C:16]([NH:18][CH:19]([C:24](=[O:27])[CH2:25][F:26])[CH2:20][C:21]([OH:23])=O)=[O:17])[CH:13]([CH3:15])[CH3:14])([O:3][CH2:4][C:5]1[CH:10]=[CH:9][CH:8]=[CH:7][CH:6]=1)=[O:2].[CH3:28][NH:29][CH3:30].CCN=C=NCCCN(C)C.C1C=CC2N(O)N=NC=2C=1. (6) Given the product [C:8]([NH:16][C@@H:17]1[C:23](=[O:24])[N:22]2[C@H:25]([C:29]([OH:31])=[O:30])[CH2:26][CH2:27][CH2:28][N:21]2[C:20](=[O:36])[CH2:19][CH2:18]1)(=[O:15])[C:9]1[CH:14]=[CH:13][CH:12]=[CH:11][CH:10]=1, predict the reactants needed to synthesize it. The reactants are: C(O)(C(F)(F)F)=O.[C:8]([NH:16][C@@H:17]1[C:23](=[O:24])[N:22]2[C@H:25]([C:29]([O:31]C(C)(C)C)=[O:30])[CH2:26][CH2:27][CH2:28][N:21]2[C:20](=[O:36])[CH2:19][CH2:18]1)(=[O:15])[C:9]1[CH:14]=[CH:13][CH:12]=[CH:11][CH:10]=1.